From a dataset of Catalyst prediction with 721,799 reactions and 888 catalyst types from USPTO. Predict which catalyst facilitates the given reaction. (1) Reactant: [CH:1]1([N:6]2[CH2:11][CH2:10][N:9]([C:12]([C:14]3[CH:15]=[C:16]4[C:20](=[CH:21][CH:22]=3)[NH:19][C:18]([C:23]([N:25]3[CH2:30][CH2:29][S:28](=[O:32])(=[O:31])[CH2:27][CH2:26]3)=[O:24])=[CH:17]4)=[O:13])[CH2:8][CH2:7]2)[CH2:5][CH2:4][CH2:3][CH2:2]1.[F:33][C:34]1[CH:39]=[CH:38][C:37](B(O)O)=[CH:36][CH:35]=1.N1C=CC=CC=1. Product: [CH:1]1([N:6]2[CH2:7][CH2:8][N:9]([C:12]([C:14]3[CH:15]=[C:16]4[C:20](=[CH:21][CH:22]=3)[N:19]([C:37]3[CH:38]=[CH:39][C:34]([F:33])=[CH:35][CH:36]=3)[C:18]([C:23]([N:25]3[CH2:30][CH2:29][S:28](=[O:31])(=[O:32])[CH2:27][CH2:26]3)=[O:24])=[CH:17]4)=[O:13])[CH2:10][CH2:11]2)[CH2:2][CH2:3][CH2:4][CH2:5]1. The catalyst class is: 221. (2) Reactant: [CH2:1]([OH:4])[CH2:2][OH:3].[H-].[Na+].F[C:8]1[CH:9]=[CH:10][C:11]([CH:14]=[O:15])=[N:12][CH:13]=1.O. Product: [OH:3][CH2:2][CH2:1][O:4][C:8]1[CH:9]=[CH:10][C:11]([CH:14]=[O:15])=[N:12][CH:13]=1. The catalyst class is: 26. (3) The catalyst class is: 1. Product: [C:21]([O:20][C:18]([NH:17][C:14]1[CH:13]=[CH:12][C:11]([S:10][C:7]2[CH:8]=[CH:9][C:4]([C:3]([OH:39])=[O:2])=[CH:5][C:6]=2[NH:25][C:26]2[C:27]3[CH:35]=[CH:34][C:33]([CH:36]([CH3:38])[CH3:37])=[N:32][C:28]=3[N:29]=[CH:30][N:31]=2)=[CH:16][CH:15]=1)=[O:19])([CH3:24])([CH3:23])[CH3:22]. Reactant: C[O:2][C:3](=[O:39])[C:4]1[CH:9]=[CH:8][C:7]([S:10][C:11]2[CH:16]=[CH:15][C:14]([NH:17][C:18]([O:20][C:21]([CH3:24])([CH3:23])[CH3:22])=[O:19])=[CH:13][CH:12]=2)=[C:6]([NH:25][C:26]2[C:27]3[CH:35]=[CH:34][C:33]([CH:36]([CH3:38])[CH3:37])=[N:32][C:28]=3[N:29]=[CH:30][N:31]=2)[CH:5]=1.[Li+].[OH-]. (4) Reactant: [CH2:1]([NH:3][CH3:4])[CH3:2].[CH3:5][C:6]([C:9]1[CH:10]=[C:11]([O:15][C:16]2[CH:21]=[C:20]([CH3:22])[C:19]([N:23]=[C:24]=[S:25])=[CH:18][C:17]=2[CH3:26])[CH:12]=[CH:13][CH:14]=1)([CH3:8])[CH3:7]. Product: [CH3:8][C:6]([C:9]1[CH:10]=[C:11]([O:15][C:16]2[C:17]([CH3:26])=[CH:18][C:19]([NH:23][C:24](=[S:25])[N:3]([CH2:1][CH3:2])[CH3:4])=[C:20]([CH3:22])[CH:21]=2)[CH:12]=[CH:13][CH:14]=1)([CH3:5])[CH3:7]. The catalyst class is: 7. (5) Product: [Cl:19][CH2:20][C:21]([NH:6][C:5]1[CH:7]=[CH:8][C:2]([CH3:1])=[C:3]([N+:9]([O-:11])=[O:10])[CH:4]=1)=[O:22]. Reactant: [CH3:1][C:2]1[CH:8]=[CH:7][C:5]([NH2:6])=[CH:4][C:3]=1[N+:9]([O-:11])=[O:10].C(N(CC)CC)C.[Cl:19][CH2:20][C:21](Cl)=[O:22]. The catalyst class is: 1. (6) Reactant: [N+:1]([C:4]1[CH:5]=[C:6]([Cl:13])[CH:7]=[CH:8][C:9]=1[N+:10]([O-:12])=[O:11])([O-])=O.[CH3:14][C:15]([NH:17][C:18]1[CH:23]=[CH:22][C:21](N)=[CH:20][CH:19]=1)=[O:16]. Product: [Cl:13][C:6]1[CH:7]=[CH:8][C:9]([N+:10]([O-:12])=[O:11])=[C:4]([NH:1][C:21]2[CH:22]=[CH:23][C:18]([NH:17][C:15](=[O:16])[CH3:14])=[CH:19][CH:20]=2)[CH:5]=1. The catalyst class is: 8. (7) Reactant: [CH3:1][C:2]1[CH:6]=[N:5][N:4]([C:7]2[CH:12]=[CH:11][CH:10]=[C:9]([CH3:13])[N:8]=2)[C:3]=1[OH:14].C(N(CC)CC)C.[S:22](O[S:22]([C:25]([F:28])([F:27])[F:26])(=[O:24])=[O:23])([C:25]([F:28])([F:27])[F:26])(=[O:24])=[O:23]. Product: [CH3:1][C:2]1[CH:6]=[N:5][N:4]([C:7]2[CH:12]=[CH:11][CH:10]=[C:9]([CH3:13])[N:8]=2)[C:3]=1[O:14][S:22]([C:25]([F:28])([F:27])[F:26])(=[O:24])=[O:23]. The catalyst class is: 4.